Dataset: Reaction yield outcomes from USPTO patents with 853,638 reactions. Task: Predict the reaction yield, written as a fraction of the theoretical maximum amount of product (1.0 means a 100% yield; for example, 0.34 means a 34% yield). (1) The reactants are [OH:1][C:2]1[CH:9]=[CH:8][C:5]([CH:6]=[O:7])=[CH:4][CH:3]=1.N1C=CC=CC=1.Cl[C:17]([O:19][CH2:20][CH3:21])=[O:18].N#N. The catalyst is O.C(Cl)Cl. The product is [C:17](=[O:18])([O:1][C:2]1[CH:9]=[CH:8][C:5]([CH:6]=[O:7])=[CH:4][CH:3]=1)[O:19][CH2:20][CH3:21]. The yield is 0.920. (2) The reactants are C(OC([N:11]1[CH2:16][CH2:15][N:14]([C:17]2[C:25]3[S:24][C:23]([NH:26][C:27]([C:29]4[S:30][C:31]([CH3:34])=[CH:32][CH:33]=4)=[O:28])=[N:22][C:21]=3[C:20]([O:35][CH3:36])=[CH:19][CH:18]=2)[CH2:13][CH2:12]1)=O)C1C=CC=CC=1.B(F)(F)F.CCOCC.C(S)C. The catalyst is ClCCl. The product is [CH3:36][O:35][C:20]1[C:21]2[N:22]=[C:23]([NH:26][C:27]([C:29]3[S:30][C:31]([CH3:34])=[CH:32][CH:33]=3)=[O:28])[S:24][C:25]=2[C:17]([N:14]2[CH2:13][CH2:12][NH:11][CH2:16][CH2:15]2)=[CH:18][CH:19]=1. The yield is 0.580. (3) The reactants are [O:1]1[C:5]2[CH:6]=[CH:7][C:8]([C:10]([OH:12])=O)=[CH:9][C:4]=2[O:3][CH2:2]1.[NH2:13][C@H:14]([CH:19]([CH3:21])[CH3:20])[C:15]([O:17][CH3:18])=[O:16]. No catalyst specified. The product is [O:3]1[C:4]2[CH:9]=[C:8]([C:10]([NH:13][C@H:14]([CH:19]([CH3:21])[CH3:20])[C:15]([O:17][CH3:18])=[O:16])=[O:12])[CH:7]=[CH:6][C:5]=2[O:1][CH2:2]1. The yield is 0.500. (4) The reactants are [Si](C=[N+]=[N-])(C)(C)[CH3:2].[C:8]([C:10]1[CH:15]=[CH:14][C:13]([CH:16]2[CH2:21][CH2:20][N:19]([C:22]([C:24]3[C:25]([CH3:37])=[CH:26][C:27]([CH:33]4[CH2:36][CH2:35][CH2:34]4)=[C:28]([CH:32]=3)[C:29](Cl)=[O:30])=[O:23])[CH2:18][CH2:17]2)=[CH:12][CH:11]=1)#[N:9].[BrH:38]. The catalyst is ClCCl. The product is [Br:38][CH2:2][C:29]([C:28]1[C:27]([CH:33]2[CH2:36][CH2:35][CH2:34]2)=[CH:26][C:25]([CH3:37])=[C:24]([CH:32]=1)[C:22]([N:19]1[CH2:20][CH2:21][CH:16]([C:13]2[CH:14]=[CH:15][C:10]([C:8]#[N:9])=[CH:11][CH:12]=2)[CH2:17][CH2:18]1)=[O:23])=[O:30]. The yield is 0.880. (5) The reactants are C([O:8][C:9]1[CH:14]=[CH:13][CH:12]=[CH:11][C:10]=1[NH:15][C:16](=[O:24])[C:17]1[CH:22]=[CH:21][N:20]=[CH:19][C:18]=1[F:23])C1C=CC=CC=1. The catalyst is Br.C(O)(=O)C.O.C(=O)(O)[O-].[Na+]. The product is [F:23][C:18]1[CH:19]=[N:20][CH:21]=[CH:22][C:17]=1[C:16]([NH:15][C:10]1[CH:11]=[CH:12][CH:13]=[CH:14][C:9]=1[OH:8])=[O:24]. The yield is 0.840. (6) The reactants are [C:1]([O:5][C:6]([N:8]1[CH2:13][CH2:12][CH:11]([NH:14][C:15]2[S:16][C:17]3[C:22](Cl)=[N:21][C:20]([S:24][CH2:25][C:26]4[CH:31]=[CH:30][CH:29]=[CH:28][CH:27]=4)=[N:19][C:18]=3[N:32]=2)[CH2:10][CH2:9]1)=[O:7])([CH3:4])([CH3:3])[CH3:2].[NH2:33][C@@H:34]([CH2:39][OH:40])[CH2:35][CH:36]([CH3:38])[CH3:37]. The catalyst is O1CCCC1. The product is [C:1]([O:5][C:6]([N:8]1[CH2:13][CH2:12][CH:11]([NH:14][C:15]2[S:16][C:17]3[C:22]([NH:33][C@@H:34]([CH2:39][OH:40])[CH2:35][CH:36]([CH3:38])[CH3:37])=[N:21][C:20]([S:24][CH2:25][C:26]4[CH:31]=[CH:30][CH:29]=[CH:28][CH:27]=4)=[N:19][C:18]=3[N:32]=2)[CH2:10][CH2:9]1)=[O:7])([CH3:4])([CH3:3])[CH3:2]. The yield is 0.760. (7) The reactants are COC(=O)C(O)=CC(=O)N(CC1C=CC(Cl)=C(Cl)C=1)C.C=O.[NH2:23][CH2:24][CH2:25][C:26]([OH:28])=[O:27].[Cl:29][C:30]1[CH:31]=[C:32]([CH:46]=[CH:47][C:48]=1[Cl:49])[CH2:33][N:34]([CH3:45])[C:35]([C:37]1[CH2:38]N(C)[C:40](=[O:43])[C:41]=1[OH:42])=[O:36]. No catalyst specified. The product is [Cl:29][C:30]1[CH:31]=[C:32]([CH:46]=[CH:47][C:48]=1[Cl:49])[CH2:33][N:34]([CH3:45])[C:35]([C:37]1[CH2:38][N:23]([CH2:24][CH2:25][C:26]([OH:28])=[O:27])[C:40](=[O:43])[C:41]=1[OH:42])=[O:36]. The yield is 0.250. (8) The reactants are [CH2:1]([N:3]1[C:11]2[C:6](=[CH:7][C:8]([C:12]3[NH:13][C:14]4[N:15]([N:19]=[C:20]([CH3:24])[C:21]=4[C:22]#[N:23])[C:16](=[O:18])[CH:17]=3)=[CH:9][CH:10]=2)[CH:5]=[N:4]1)[CH3:2].S(=O)(=O)(O)[OH:26]. No catalyst specified. The product is [CH2:1]([N:3]1[C:11]2[C:6](=[CH:7][C:8]([C:12]3[NH:13][C:14]4[N:15]([N:19]=[C:20]([CH3:24])[C:21]=4[C:22]([NH2:23])=[O:26])[C:16](=[O:18])[CH:17]=3)=[CH:9][CH:10]=2)[CH:5]=[N:4]1)[CH3:2]. The yield is 0.830.